This data is from Experimentally validated miRNA-target interactions with 360,000+ pairs, plus equal number of negative samples. The task is: Binary Classification. Given a miRNA mature sequence and a target amino acid sequence, predict their likelihood of interaction. (1) The miRNA is cel-miR-2209a-3p with sequence AGAGAUCAGCGGUUACACUACA. The protein sequence of the target gene is MAAAAAAGSGTPREEEAPGGEAAASQAQAPTSAPGGVRLSRLPLARVKALVKADPDVTLAGQEAIFILARAAELFVETIAKDAYCCAQQGKRKTLQRRDLDNAIEAVDEFAFLEGTLD. Result: 0 (no interaction). (2) The miRNA is hsa-miR-4646-3p with sequence AUUGUCCCUCUCCCUUCCCAG. The protein sequence of the target gene is MAASKTQGAVARMQEDRDGSCSTVGGVGYGDSKDCILEPLSLPESPGGTTTLEGSPSVPCIFCEEHFPVAEQDKLLKHMIIEHKIVIADVKLVADFQRYILYWRKRFTEQPITDFCSVIRINSTAPFEEQENYFLLCDVLPEDRILREELQKQRLREILEQQQQERNDTNFHGVCMFCNEEFLGNRSVILNHMAREHAFNIGLPDNIVNCNEFLCTLQKKLDNLQCLYCEKTFRDKNTLKDHMRKKQHRKINPKNREYDRFYVINYLELGKSWEEVQLEDDRELLDHQEDDWSDWEEHPA.... Result: 1 (interaction). (3) The miRNA is mmu-miR-3962 with sequence AGGUAGUAGUUUGUACAUUU. The protein sequence of the target gene is MASRSLGGLSGIRGGGGGGGKKSLSARNAAVERRNLITVCRFSVKTLIDRSCFETIDDSSPEFNNFAAILEQILSHRLKEISQSCRWLAHLQIPLQGQVTWFGYESPRSFWDYIRVACRKVSQNCICSIENMENVSSSRAKGRAWIRVALMEKHLSEYISTALRDFKTTRRFYEDGAIVLGEEANMLAGMLLGLNAIDFSFCLKGEGLDGSFPAVIDYTPYLKYIQSSDSISSDEEELRTLGSSGSESSTPENVGPPFLMDENSWFNKCKRVKQKYQLTLEQKGYLEELLRLRENQLSES.... Result: 0 (no interaction). (4) The miRNA is rno-miR-208b-3p with sequence AUAAGACGAACAAAAGGU. The protein sequence of the target gene is MDPPSLDTAIQHALAGLYPPFEATAPTVLGQVFRLLDSGFQGDGLSFLLDFLIPAKRLCEQVREAACAPYSHCLFLHEGWPLCLRDEVVVHLAPLNPLLLRQGDFYLQVEPQEEQSVCIMIKCLSLDLCTVDKKPVPEPAYPILFTQEWLEAINSDFEGNPLHNCLVASENGIAPVPWTKITSPEFVDDRPQVVNALCQAWGPLPLEALDLSSPQELHQASSPDNQVLPAQSLAKGKGRTYGSKYPGLIKVEQARCGEVAFRMDEVVSQDFEGDYVALLGFSQESRGESPSREAGTSSGC.... Result: 0 (no interaction). (5) The miRNA is dme-miR-956-3p with sequence UUUCGAGACCACUCUAAUCCAUU. The protein sequence of the target gene is MRGPAMRLPPRIALSALARGPSCILGSGAATRKDWQTRNRRGFSDFNIEPLPDSDLEESSPWTSRNRSEPTRHIACKKAARNLVRDLLEHQNPSRQIILECNPGPGILTGALLKAGARVVAFESEKTFIPHLEPLQRNMDGELQVVHCDFFKMDPRYQEVVRPDVSSQAIFQNLGIKAVPWSAGVPIKVFGILPYKHERRILWKILFDLYSCESIYRYGRVELNMFVSEKEFRKLIATPKRPDLYQVMAVLWQVACDVKFLHMEPWSSFSVHTENGHLEKSKHGESVNLLKQNLYLVRMT.... Result: 0 (no interaction). (6) The miRNA is hsa-miR-218-2-3p with sequence CAUGGUUCUGUCAAGCACCGCG. The protein sequence of the target gene is MIPLQKDNQEEGVCPICQESLKEAVSTNCGHLFCRVCLTQHVEKASASGVFCCPLCRKPCSEEVLGTGYICPNHQKRVCRFCEESRLLLCVECLVSPEHMSHHELTIENALSHYKERLNRRSRKLRKDIAELQRLKAQQEKKLQALQFQVDHGNHRLEAGPESQHQTREQLGALPQQWLGQLEHMPAEAARILDISRAVTQLRSLVIDLERTAKELDTNTLKNAGDLLNRSAPQKLEVIYPQLEKGVSELLLQPPQKL. Result: 0 (no interaction). (7) The miRNA is rno-miR-96-5p with sequence UUUGGCACUAGCACAUUUUUGCU. The protein sequence of the target gene is MAAVLQQVLERTELNKLPKSVQNKLEKFLADQQSEIDGLKGRHEKFKVESEQQYFEIEKRLSHSQERLVNETRECQSLRLELEKLNNQLKALTEKNKELEIAQDRNIAIQSQFTRTKEELEAEKRDLIRTNERLSQELEYLTEDVKRLNEKLKESNTTKGELQLKLDELQASDVSVKYREKRLEQEKELLHSQNTWLNTELKTKTDELLALGREKGNEILELKCNLENKKEEVSRLEEQMNGLKTSNEHLQKHVEDLLTKLKEAKEQQASMEEKFHNELNAHIKLSNLYKSAADDSEAKS.... Result: 0 (no interaction).